This data is from Reaction yield outcomes from USPTO patents with 853,638 reactions. The task is: Predict the reaction yield, written as a fraction of the theoretical maximum amount of product (1.0 means a 100% yield; for example, 0.34 means a 34% yield). (1) The reactants are N#N.[CH3:3][O:4][C:5](=[O:13])[CH2:6][C:7]1[S:8][C:9](Br)=[CH:10][CH:11]=1.[N+:14]([C:17]1[CH:18]=[C:19](B(O)O)[CH:20]=[CH:21][CH:22]=1)([O-:16])=[O:15].C([O-])([O-])=O.[Na+].[Na+]. The catalyst is C1(C)C=CC=CC=1.CCO.[Pd].C1(P(C2C=CC=CC=2)C2C=CC=CC=2)C=CC=CC=1.C1(P(C2C=CC=CC=2)C2C=CC=CC=2)C=CC=CC=1.C1(P(C2C=CC=CC=2)C2C=CC=CC=2)C=CC=CC=1.C1(P(C2C=CC=CC=2)C2C=CC=CC=2)C=CC=CC=1. The product is [CH3:3][O:4][C:5](=[O:13])[CH2:6][C:7]1[S:8][C:9]([C:21]2[CH:20]=[CH:19][CH:18]=[C:17]([N+:14]([O-:16])=[O:15])[CH:22]=2)=[CH:10][CH:11]=1. The yield is 0.580. (2) The catalyst is CN(C=O)C.CCOC(C)=O. The product is [F:18][C:19]1([F:23])[CH2:22][N:21]([C:2]2[CH:7]=[C:6]([CH3:8])[C:5]([N+:9]([O-:11])=[O:10])=[CH:4][N:3]=2)[CH2:20]1. The yield is 0.830. The reactants are Cl[C:2]1[CH:7]=[C:6]([CH3:8])[C:5]([N+:9]([O-:11])=[O:10])=[CH:4][N:3]=1.C([O-])([O-])=O.[Cs+].[Cs+].[F:18][C:19]1([F:23])[CH2:22][NH:21][CH2:20]1. (3) The reactants are [C:1]([OH:9])(=O)[C:2]1[CH:7]=[CH:6][CH:5]=[N:4][CH:3]=1.[NH2:10][CH2:11][CH2:12][S:13][S:14][CH2:15][CH2:16][NH:17][C:18](=[O:24])[O:19][C:20]([CH3:23])([CH3:22])[CH3:21].CCN=C=NCCCN(C)C. The catalyst is CC#N.CCOC(C)=O. The product is [C:1]([NH:10][CH2:11][CH2:12][S:13][S:14][CH2:15][CH2:16][NH:17][C:18](=[O:24])[O:19][C:20]([CH3:22])([CH3:21])[CH3:23])(=[O:9])[C:2]1[CH:7]=[CH:6][CH:5]=[N:4][CH:3]=1. The yield is 0.560. (4) The reactants are [Br:1][C:2]1[CH:9]=[CH:8][C:5]([CH2:6]Br)=[CH:4][CH:3]=1.[CH3:10][N:11]([CH3:18])[CH:12]1[CH2:17][CH2:16][NH:15][CH2:14][CH2:13]1.C(N(CC)CC)C. The catalyst is C1COCC1.O. The product is [Br:1][C:2]1[CH:9]=[CH:8][C:5]([CH2:6][N:15]2[CH2:16][CH2:17][CH:12]([N:11]([CH3:18])[CH3:10])[CH2:13][CH2:14]2)=[CH:4][CH:3]=1. The yield is 0.860. (5) The reactants are C(OC([N:8]1[CH2:15][CH:14]2[N:16](C(OC(C)(C)C)=O)[CH:10]([CH2:11][C:12]([C:39]3[S:43][C:42]([O:44][CH2:45][CH2:46][O:47][C:48]4[C:53]([Cl:54])=[CH:52][C:51]([CH3:55])=[CH:50][C:49]=4[Cl:56])=[N:41][CH:40]=3)=[C:13]2[C:24](=[O:38])[N:25]([CH:35]2[CH2:37][CH2:36]2)[CH2:26][C:27]2[CH:32]=[CH:31][CH:30]=[C:29]([Cl:33])[C:28]=2[Cl:34])[CH2:9]1)=O)(C)(C)C.Cl.C([O-])([O-])=O.[Na+].[Na+]. The catalyst is C(Cl)Cl. The product is [CH:35]1([N:25]([CH2:26][C:27]2[CH:32]=[CH:31][CH:30]=[C:29]([Cl:33])[C:28]=2[Cl:34])[C:24]([C:13]2[CH:14]3[NH:16][CH:10]([CH2:11][C:12]=2[C:39]2[S:43][C:42]([O:44][CH2:45][CH2:46][O:47][C:48]4[C:53]([Cl:54])=[CH:52][C:51]([CH3:55])=[CH:50][C:49]=4[Cl:56])=[N:41][CH:40]=2)[CH2:9][NH:8][CH2:15]3)=[O:38])[CH2:37][CH2:36]1. The yield is 0.680.